From a dataset of Catalyst prediction with 721,799 reactions and 888 catalyst types from USPTO. Predict which catalyst facilitates the given reaction. (1) Reactant: [CH3:1][O:2][C:3]1[CH:8]=[CH:7][NH:6][C:5](=[O:9])[C:4]=1[C:10]#[N:11].[C:29]1(P([C:25]2[CH:30]=[CH:29][CH:28]=[CH:27]C=2)[C:29]2[CH:30]=[CH:25]C=[CH:27][CH:28]=2)[CH:30]=[CH:25]C=[CH:27][CH:28]=1.C1(C(O)C)CC1.N(C(OCCOC)=O)=NC(OCCOC)=O. Product: [CH:29]1([CH:28]([N:6]2[CH:7]=[CH:8][C:3]([O:2][CH3:1])=[C:4]([C:10]#[N:11])[C:5]2=[O:9])[CH3:27])[CH2:30][CH2:25]1. The catalyst class is: 132. (2) Reactant: [C:1]([Si:5]([O:8][CH:9]([C:21]#[CH:22])[CH2:10][C:11]1[S:15][C:14]2[CH:16]=[CH:17][CH:18]=[CH:19][C:13]=2[C:12]=1[Cl:20])([CH3:7])[CH3:6])([CH3:4])([CH3:3])[CH3:2].[I:23]N1C(=O)CCC1=O.C([O-])(O)=O.[Na+]. Product: [C:1]([Si:5]([O:8][CH:9](/[CH:21]=[CH:22]/[I:23])[CH2:10][C:11]1[S:15][C:14]2[CH:16]=[CH:17][CH:18]=[CH:19][C:13]=2[C:12]=1[Cl:20])([CH3:6])[CH3:7])([CH3:4])([CH3:3])[CH3:2]. The catalyst class is: 2. (3) Reactant: [Cl:1][C:2]1[CH:7]=[CH:6][CH:5]=[CH:4][C:3]=1[OH:8].C(=O)([O-])[O-].[K+].[K+].Cl[C:16]1[N:24]=[C:23]([C:25]2[CH:30]=[CH:29][C:28]([CH3:31])=[C:27]([F:32])[CH:26]=2)[CH:22]=[C:21]([C:33]([F:36])([F:35])[F:34])[C:17]=1[C:18]([NH2:20])=[O:19]. Product: [Cl:1][C:2]1[CH:7]=[CH:6][CH:5]=[CH:4][C:3]=1[O:8][C:16]1[N:24]=[C:23]([C:25]2[CH:30]=[CH:29][C:28]([CH3:31])=[C:27]([F:32])[CH:26]=2)[CH:22]=[C:21]([C:33]([F:35])([F:36])[F:34])[C:17]=1[C:18]([NH2:20])=[O:19]. The catalyst class is: 3. (4) The catalyst class is: 32. Reactant: [CH3:1][C:2]([C:4]1[CH:9]=[CH:8][CH:7]=[C:6]([Cl:10])[CH:5]=1)=[O:3].[N:11]1[CH:16]=[CH:15][CH:14]=[CH:13][C:12]=1[N:17]1[CH2:22][CH2:21][NH:20][CH2:19][CH2:18]1.[CH2:23]=O.Cl. Product: [Cl:10][C:6]1[CH:5]=[C:4]([C:2](=[O:3])[CH2:1][CH2:23][N:20]2[CH2:19][CH2:18][N:17]([C:12]3[CH:13]=[CH:14][CH:15]=[CH:16][N:11]=3)[CH2:22][CH2:21]2)[CH:9]=[CH:8][CH:7]=1. (5) The catalyst class is: 4. Product: [CH3:1][C:2]1[CH:7]=[CH:6][C:5]([C:8]2[O:12][N:11]=[CH:10][C:9]=2[C:13]([N:27]2[CH2:26][CH2:25][CH:24]([C:22]([C:30]3[CH:35]=[CH:34][CH:33]=[CH:32][CH:31]=3)([C:16]3[CH:17]=[CH:18][CH:19]=[CH:20][CH:21]=3)[OH:23])[CH2:29][CH2:28]2)=[O:14])=[CH:4][CH:3]=1. Reactant: [CH3:1][C:2]1[CH:7]=[CH:6][C:5]([C:8]2[O:12][N:11]=[CH:10][C:9]=2[C:13](Cl)=[O:14])=[CH:4][CH:3]=1.[C:16]1([C:22]([C:30]2[CH:35]=[CH:34][CH:33]=[CH:32][CH:31]=2)([CH:24]2[CH2:29][CH2:28][NH:27][CH2:26][CH2:25]2)[OH:23])[CH:21]=[CH:20][CH:19]=[CH:18][CH:17]=1. (6) Reactant: [CH3:1][C:2](=[CH:8][C:9]1[CH:10]=[N:11][CH:12]=[CH:13][CH:14]=1)[C:3]([O:5][CH2:6][CH3:7])=[O:4]. Product: [CH3:1][CH:2]([CH2:8][C:9]1[CH:10]=[N:11][CH:12]=[CH:13][CH:14]=1)[C:3]([O:5][CH2:6][CH3:7])=[O:4]. The catalyst class is: 178. (7) Reactant: [H-].[Na+].[Br:3][C:4]1[CH:5]=[C:6]2[C:10](=[CH:11][CH:12]=1)[NH:9][CH:8]=[CH:7]2.[H][H].I[CH2:16][CH3:17]. Product: [Br:3][C:4]1[CH:5]=[C:6]2[C:10](=[CH:11][CH:12]=1)[N:9]([CH2:16][CH3:17])[CH:8]=[CH:7]2. The catalyst class is: 9.